From a dataset of NCI-60 drug combinations with 297,098 pairs across 59 cell lines. Regression. Given two drug SMILES strings and cell line genomic features, predict the synergy score measuring deviation from expected non-interaction effect. (1) Drug 1: CCCCCOC(=O)NC1=NC(=O)N(C=C1F)C2C(C(C(O2)C)O)O. Drug 2: CC1=C(C(=O)C2=C(C1=O)N3CC4C(C3(C2COC(=O)N)OC)N4)N. Cell line: SK-MEL-5. Synergy scores: CSS=39.4, Synergy_ZIP=3.83, Synergy_Bliss=0.496, Synergy_Loewe=-24.9, Synergy_HSA=2.27. (2) Synergy scores: CSS=30.4, Synergy_ZIP=8.73, Synergy_Bliss=9.76, Synergy_Loewe=-22.6, Synergy_HSA=9.20. Drug 2: CCC1(CC2CC(C3=C(CCN(C2)C1)C4=CC=CC=C4N3)(C5=C(C=C6C(=C5)C78CCN9C7C(C=CC9)(C(C(C8N6C)(C(=O)OC)O)OC(=O)C)CC)OC)C(=O)OC)O.OS(=O)(=O)O. Drug 1: CNC(=O)C1=CC=CC=C1SC2=CC3=C(C=C2)C(=NN3)C=CC4=CC=CC=N4. Cell line: 786-0.